Dataset: NCI-60 drug combinations with 297,098 pairs across 59 cell lines. Task: Regression. Given two drug SMILES strings and cell line genomic features, predict the synergy score measuring deviation from expected non-interaction effect. Drug 1: C(=O)(N)NO. Drug 2: C1C(C(OC1N2C=NC(=NC2=O)N)CO)O. Cell line: HT29. Synergy scores: CSS=1.59, Synergy_ZIP=2.51, Synergy_Bliss=4.75, Synergy_Loewe=0.931, Synergy_HSA=2.34.